From a dataset of Forward reaction prediction with 1.9M reactions from USPTO patents (1976-2016). Predict the product of the given reaction. (1) The product is: [OH:1][C:2]1[CH:11]=[CH:10][C:5]2[N:6]([CH2:25][O:24][CH2:23][CH2:22][Si:19]([CH3:21])([CH3:20])[CH3:18])[C:7](=[O:9])[O:8][C:4]=2[CH:3]=1. Given the reactants [OH:1][C:2]1[CH:11]=[CH:10][C:5]2[NH:6][C:7](=[O:9])[O:8][C:4]=2[CH:3]=1.C([O-])([O-])=O.[K+].[K+].[CH3:18][Si:19]([CH2:22][CH2:23][O:24][CH2:25]Cl)([CH3:21])[CH3:20], predict the reaction product. (2) Given the reactants [Cl:1][C:2]1[CH:3]=[C:4]([OH:21])[C:5]([NH:8]S(CC2C=C(Cl)C=C(Cl)C=2)(=O)=O)=[N:6][CH:7]=1.[F:22][C:23]1[CH:24]=[C:25]([CH2:30][S:31](Cl)(=[O:33])=[O:32])[CH:26]=[CH:27][C:28]=1[F:29].ClC1C=C(CS(Cl)(=O)=O)C=C(Cl)C=1.S(Cl)(Cl)(=O)=O, predict the reaction product. The product is: [Cl:1][C:2]1[CH:3]=[C:4]([OH:21])[C:5]([NH:8][S:31]([CH2:30][C:25]2[CH:26]=[CH:27][C:28]([F:29])=[C:23]([F:22])[CH:24]=2)(=[O:33])=[O:32])=[N:6][CH:7]=1. (3) Given the reactants [CH2:1]([O:8][C:9]([NH:11][C@@H:12]([C@H:16]([OH:18])[CH3:17])[C:13](O)=[O:14])=[O:10])[C:2]1[CH:7]=[CH:6][CH:5]=[CH:4][CH:3]=1.[Cl-].[NH4+].C[N:22](C(ON1N=NC2C=CC=NC1=2)=[N+](C)C)C.F[P-](F)(F)(F)(F)F, predict the reaction product. The product is: [NH2:22][C:13](=[O:14])[C@@H:12]([NH:11][C:9](=[O:10])[O:8][CH2:1][C:2]1[CH:7]=[CH:6][CH:5]=[CH:4][CH:3]=1)[C@H:16]([OH:18])[CH3:17]. (4) The product is: [F:54][C:51]1[CH:50]=[CH:49][C:48]([CH2:47][O:46][C:37]2[CH:38]=[CH:39][C:40]([C:42]([F:45])([F:44])[F:43])=[CH:41][C:36]=2[C:31]2[CH:32]=[N:33][CH:34]=[CH:35][C:30]=2[C:22]2[CH:21]=[C:20]([CH:25]=[C:24]([NH:26][C:27](=[O:29])[CH3:28])[CH:23]=2)[C:19]([OH:55])=[O:18])=[CH:53][CH:52]=1. Given the reactants C(OC(=O)C1C=C(NC(=O)C)C=CC=1)C.C([O:18][C:19](=[O:55])[C:20]1[CH:25]=[C:24]([NH:26][C:27](=[O:29])[CH3:28])[CH:23]=[C:22]([C:30]2[CH:35]=[CH:34][N:33]=[CH:32][C:31]=2[C:36]2[CH:41]=[C:40]([C:42]([F:45])([F:44])[F:43])[CH:39]=[CH:38][C:37]=2[O:46][CH2:47][C:48]2[CH:53]=[CH:52][C:51]([F:54])=[CH:50][CH:49]=2)[CH:21]=1)C, predict the reaction product. (5) Given the reactants [CH3:1][S:2]([C:5]1[CH:14]=[C:13]2[C:8]([CH:9]=[CH:10][C:11]([NH:15][C:16](=[O:22])[O:17][C:18]([CH3:21])([CH3:20])[CH3:19])=[CH:12]2)=[CH:7][CH:6]=1)(=[O:4])=[O:3].C1C(=O)N([Br:30])C(=O)C1, predict the reaction product. The product is: [Br:30][C:12]1[C:13]2[C:8](=[CH:7][CH:6]=[C:5]([S:2]([CH3:1])(=[O:3])=[O:4])[CH:14]=2)[CH:9]=[CH:10][C:11]=1[NH:15][C:16](=[O:22])[O:17][C:18]([CH3:19])([CH3:21])[CH3:20].